Dataset: Forward reaction prediction with 1.9M reactions from USPTO patents (1976-2016). Task: Predict the product of the given reaction. (1) Given the reactants C1(P([C:14]2[CH:19]=[CH:18]C=CC=2)C2C=CC=CC=2)C=CC=CC=1.C(N(C(C)C)CC)(C)C.[NH2:29][C:30]1[N:31]=[C:32]([C:47]2[CH:52]=[CH:51][CH:50]=[CH:49][CH:48]=2)[C:33]([C:37]2[CH:38]=[CH:39][C:40](=[O:46])[N:41]([CH:43]([CH3:45])[CH3:44])[N:42]=2)=[N:34][C:35]=1Br.[OH2:53].[CH3:54][C:55](C)=[O:56], predict the reaction product. The product is: [NH2:29][C:30]1[C:35]([CH:18]=[CH:19][C:14]([O:56][CH2:55][CH3:54])=[O:53])=[N:34][C:33]([C:37]2[CH:38]=[CH:39][C:40](=[O:46])[N:41]([CH:43]([CH3:45])[CH3:44])[N:42]=2)=[C:32]([C:47]2[CH:52]=[CH:51][CH:50]=[CH:49][CH:48]=2)[N:31]=1. (2) Given the reactants [CH2:1]1[C:9]2[C:4](=[CH:5][CH:6]=[CH:7][CH:8]=2)[CH2:3][CH:2]1[C:10]([OH:12])=O.C(Cl)(=O)C(Cl)=O.Cl.[C:20]1([CH:26]2[CH2:31][CH2:30][NH:29][CH2:28][CH2:27]2)[CH:25]=[CH:24][CH:23]=[CH:22][CH:21]=1.C(N(CC)CC)C, predict the reaction product. The product is: [C:20]1([CH:26]2[CH2:27][CH2:28][N:29]([C:10]([CH:2]3[CH2:1][C:9]4[C:4](=[CH:5][CH:6]=[CH:7][CH:8]=4)[CH2:3]3)=[O:12])[CH2:30][CH2:31]2)[CH:25]=[CH:24][CH:23]=[CH:22][CH:21]=1. (3) Given the reactants [NH2:1][CH:2]1[CH2:7][C:6]([CH3:9])([CH3:8])[NH:5][C:4]([CH3:11])([CH3:10])[CH2:3]1.CC(C)([O-])C.[K+].[Cl:18][C:19]1[CH:20]=[C:21](Br)[CH:22]=[CH:23][C:24]=1[Cl:25].O1CCOCC1, predict the reaction product. The product is: [NH3:1].[ClH:18].[Cl:18][C:19]1[CH:20]=[C:21]([NH:1][CH:2]2[CH2:3][C:4]([CH3:11])([CH3:10])[NH:5][C:6]([CH3:9])([CH3:8])[CH2:7]2)[CH:22]=[CH:23][C:24]=1[Cl:25]. (4) Given the reactants [F:1][C:2]1[CH:7]=[CH:6][C:5]([F:8])=[CH:4][C:3]=1[C@H:9]1[CH2:13][CH2:12][CH2:11][N:10]1[C:14]1[CH:19]=[CH:18][N:17]2[N:20]=[CH:21][C:22]([NH:23][C:24]([N:26]3[CH2:30][CH2:29][C@H:28]([OH:31])[CH2:27]3)=[O:25])=[C:16]2[N:15]=1.[S:32](=[O:36])(=[O:35])([OH:34])[OH:33].C(OC)(C)(C)C, predict the reaction product. The product is: [S:32]([OH:36])([OH:35])(=[O:34])=[O:33].[F:1][C:2]1[CH:7]=[CH:6][C:5]([F:8])=[CH:4][C:3]=1[C@H:9]1[CH2:13][CH2:12][CH2:11][N:10]1[C:14]1[CH:19]=[CH:18][N:17]2[N:20]=[CH:21][C:22]([NH:23][C:24]([N:26]3[CH2:30][CH2:29][C@H:28]([OH:31])[CH2:27]3)=[O:25])=[C:16]2[N:15]=1. (5) Given the reactants Cl.[CH3:2][O:3][C:4](=[O:15])[C@@H:5]([NH2:14])[CH2:6][C:7]1[CH:12]=[CH:11][C:10]([Cl:13])=[CH:9][CH:8]=1.[N:16]1[S:20][N:19]=[C:18]2[C:21]([S:25]([NH:28][C:29]3[CH:37]=[C:36]([Cl:38])[C:35]([Cl:39])=[CH:34][C:30]=3[C:31](O)=[O:32])(=[O:27])=[O:26])=[CH:22][CH:23]=[CH:24][C:17]=12, predict the reaction product. The product is: [CH3:2][O:3][C:4](=[O:15])[C@@H:5]([NH:14][C:31](=[O:32])[C:30]1[CH:34]=[C:35]([Cl:39])[C:36]([Cl:38])=[CH:37][C:29]=1[NH:28][S:25]([C:21]1[C:18]2=[N:19][S:20][N:16]=[C:17]2[CH:24]=[CH:23][CH:22]=1)(=[O:27])=[O:26])[CH2:6][C:7]1[CH:12]=[CH:11][C:10]([Cl:13])=[CH:9][CH:8]=1.